The task is: Regression. Given two drug SMILES strings and cell line genomic features, predict the synergy score measuring deviation from expected non-interaction effect.. This data is from Merck oncology drug combination screen with 23,052 pairs across 39 cell lines. (1) Drug 1: O=S1(=O)NC2(CN1CC(F)(F)F)C1CCC2Cc2cc(C=CCN3CCC(C(F)(F)F)CC3)ccc2C1. Drug 2: CCN(CC)CCNC(=O)c1c(C)[nH]c(C=C2C(=O)Nc3ccc(F)cc32)c1C. Cell line: RPMI7951. Synergy scores: synergy=9.30. (2) Drug 1: O=C(NOCC(O)CO)c1ccc(F)c(F)c1Nc1ccc(I)cc1F. Drug 2: CC1(c2nc3c(C(N)=O)cccc3[nH]2)CCCN1. Cell line: OV90. Synergy scores: synergy=-8.06. (3) Drug 1: O=C(O)C1(Cc2cccc(Nc3nccs3)n2)CCC(Oc2cccc(Cl)c2F)CC1. Drug 2: CC1(c2nc3c(C(N)=O)cccc3[nH]2)CCCN1. Cell line: A2058. Synergy scores: synergy=14.4. (4) Drug 1: COC1=C2CC(C)CC(OC)C(O)C(C)C=C(C)C(OC(N)=O)C(OC)C=CC=C(C)C(=O)NC(=CC1=O)C2=O. Drug 2: CCc1c2c(nc3ccc(O)cc13)-c1cc3c(c(=O)n1C2)COC(=O)C3(O)CC. Cell line: MDAMB436. Synergy scores: synergy=9.81. (5) Drug 1: COC1=C2CC(C)CC(OC)C(O)C(C)C=C(C)C(OC(N)=O)C(OC)C=CC=C(C)C(=O)NC(=CC1=O)C2=O. Drug 2: CCc1c2c(nc3ccc(O)cc13)-c1cc3c(c(=O)n1C2)COC(=O)C3(O)CC. Cell line: SW837. Synergy scores: synergy=6.25. (6) Drug 1: Nc1ccn(C2OC(CO)C(O)C2(F)F)c(=O)n1. Drug 2: CC(C)CC(NC(=O)C(Cc1ccccc1)NC(=O)c1cnccn1)B(O)O. Cell line: SKOV3. Synergy scores: synergy=-15.1. (7) Drug 1: CS(=O)(=O)CCNCc1ccc(-c2ccc3ncnc(Nc4ccc(OCc5cccc(F)c5)c(Cl)c4)c3c2)o1. Drug 2: CC(C)CC(NC(=O)C(Cc1ccccc1)NC(=O)c1cnccn1)B(O)O. Cell line: SKOV3. Synergy scores: synergy=21.4. (8) Drug 1: CN1C(=O)C=CC2(C)C3CCC4(C)C(NC(=O)OCC(F)(F)F)CCC4C3CCC12. Drug 2: Cn1cc(-c2cnn3c(N)c(Br)c(C4CCCNC4)nc23)cn1. Cell line: MSTO. Synergy scores: synergy=-4.91.